From a dataset of NCI-60 drug combinations with 297,098 pairs across 59 cell lines. Regression. Given two drug SMILES strings and cell line genomic features, predict the synergy score measuring deviation from expected non-interaction effect. (1) Drug 1: CC1C(C(CC(O1)OC2CC(CC3=C2C(=C4C(=C3O)C(=O)C5=C(C4=O)C(=CC=C5)OC)O)(C(=O)C)O)N)O.Cl. Drug 2: CC1=C2C(C(=O)C3(C(CC4C(C3C(C(C2(C)C)(CC1OC(=O)C(C(C5=CC=CC=C5)NC(=O)OC(C)(C)C)O)O)OC(=O)C6=CC=CC=C6)(CO4)OC(=O)C)O)C)O. Cell line: HCT-15. Synergy scores: CSS=5.84, Synergy_ZIP=-2.95, Synergy_Bliss=-0.253, Synergy_Loewe=-2.53, Synergy_HSA=-1.88. (2) Drug 1: CC1=C(C=C(C=C1)C(=O)NC2=CC(=CC(=C2)C(F)(F)F)N3C=C(N=C3)C)NC4=NC=CC(=N4)C5=CN=CC=C5. Drug 2: CCC1(CC2CC(C3=C(CCN(C2)C1)C4=CC=CC=C4N3)(C5=C(C=C6C(=C5)C78CCN9C7C(C=CC9)(C(C(C8N6C)(C(=O)OC)O)OC(=O)C)CC)OC)C(=O)OC)O.OS(=O)(=O)O. Cell line: NCI-H460. Synergy scores: CSS=1.59, Synergy_ZIP=4.48, Synergy_Bliss=-2.29, Synergy_Loewe=-0.945, Synergy_HSA=-2.42. (3) Synergy scores: CSS=4.99, Synergy_ZIP=1.47, Synergy_Bliss=-8.89, Synergy_Loewe=0.608, Synergy_HSA=-6.56. Drug 2: C1=CN(C=N1)CC(O)(P(=O)(O)O)P(=O)(O)O. Cell line: RPMI-8226. Drug 1: CC1=C(C=C(C=C1)C(=O)NC2=CC(=CC(=C2)C(F)(F)F)N3C=C(N=C3)C)NC4=NC=CC(=N4)C5=CN=CC=C5. (4) Drug 1: CC1CCC2CC(C(=CC=CC=CC(CC(C(=O)C(C(C(=CC(C(=O)CC(OC(=O)C3CCCCN3C(=O)C(=O)C1(O2)O)C(C)CC4CCC(C(C4)OC)OCCO)C)C)O)OC)C)C)C)OC. Drug 2: C1CC(=O)NC(=O)C1N2C(=O)C3=CC=CC=C3C2=O. Cell line: HOP-92. Synergy scores: CSS=4.76, Synergy_ZIP=0.526, Synergy_Bliss=2.60, Synergy_Loewe=4.03, Synergy_HSA=0.288. (5) Cell line: HS 578T. Drug 2: CC(C1=C(C=CC(=C1Cl)F)Cl)OC2=C(N=CC(=C2)C3=CN(N=C3)C4CCNCC4)N. Synergy scores: CSS=22.3, Synergy_ZIP=-1.54, Synergy_Bliss=-5.69, Synergy_Loewe=-25.8, Synergy_HSA=-9.38. Drug 1: C1=CC(=C2C(=C1NCCNCCO)C(=O)C3=C(C=CC(=C3C2=O)O)O)NCCNCCO. (6) Drug 1: CC1=C2C(C(=O)C3(C(CC4C(C3C(C(C2(C)C)(CC1OC(=O)C(C(C5=CC=CC=C5)NC(=O)C6=CC=CC=C6)O)O)OC(=O)C7=CC=CC=C7)(CO4)OC(=O)C)O)C)OC(=O)C. Drug 2: CC1C(C(CC(O1)OC2CC(CC3=C2C(=C4C(=C3O)C(=O)C5=CC=CC=C5C4=O)O)(C(=O)C)O)N)O. Cell line: HOP-92. Synergy scores: CSS=54.3, Synergy_ZIP=-1.17, Synergy_Bliss=-1.93, Synergy_Loewe=4.91, Synergy_HSA=8.09. (7) Drug 1: C1CCC(C1)C(CC#N)N2C=C(C=N2)C3=C4C=CNC4=NC=N3. Drug 2: CS(=O)(=O)OCCCCOS(=O)(=O)C. Cell line: HT29. Synergy scores: CSS=-5.84, Synergy_ZIP=1.55, Synergy_Bliss=-4.54, Synergy_Loewe=-11.3, Synergy_HSA=-10.5. (8) Drug 1: C1CC(=O)NC(=O)C1N2CC3=C(C2=O)C=CC=C3N. Drug 2: C1C(C(OC1N2C=NC3=C(N=C(N=C32)Cl)N)CO)O. Cell line: IGROV1. Synergy scores: CSS=12.6, Synergy_ZIP=-1.14, Synergy_Bliss=6.85, Synergy_Loewe=6.64, Synergy_HSA=6.66. (9) Drug 1: C1=C(C(=O)NC(=O)N1)F. Drug 2: C1=NC2=C(N=C(N=C2N1C3C(C(C(O3)CO)O)F)Cl)N. Cell line: NCI/ADR-RES. Synergy scores: CSS=33.8, Synergy_ZIP=-14.3, Synergy_Bliss=-17.1, Synergy_Loewe=-12.2, Synergy_HSA=-11.1.